The task is: Predict the reactants needed to synthesize the given product.. This data is from Full USPTO retrosynthesis dataset with 1.9M reactions from patents (1976-2016). (1) Given the product [CH3:12][O:9][CH2:8][C:5]1[CH:4]2[CH:3]([CH2:2]2)[O:7][N:6]=1, predict the reactants needed to synthesize it. The reactants are: Cl[CH2:2][CH:3]1[O:7][N:6]=[C:5]([CH2:8][OH:9])[CH2:4]1.[H-].[Na+].[CH3:12]I. (2) Given the product [C:1]([N:5]1[CH:9]([CH2:10][N:11]([CH3:12])[CH3:43])[C:8]2[CH:18]=[C:19]([C:22]3[C:30]4[C:25](=[CH:26][C:27]([F:31])=[CH:28][CH:29]=4)[NH:24][CH:23]=3)[CH:20]=[CH:21][C:7]=2[S:6]1(=[O:39])=[O:40])([CH3:3])([CH3:2])[CH3:4], predict the reactants needed to synthesize it. The reactants are: [C:1]([N:5]1[CH:9]([CH2:10][NH:11][C:12](=O)C(F)(F)F)[C:8]2[CH:18]=[C:19]([C:22]3[C:30]4[C:25](=[CH:26][C:27]([F:31])=[CH:28][CH:29]=4)[N:24](C(OC(C)(C)C)=O)[CH:23]=3)[CH:20]=[CH:21][C:7]=2[S:6]1(=[O:40])=[O:39])([CH3:4])([CH3:3])[CH3:2].[OH-].[Na+].[CH3:43]O. (3) Given the product [CH2:1]([O:8][NH:9][C:10]([C:12]1[CH:17]=[CH:16][CH:15]=[CH:14][C:13]=1[NH:18][CH2:19][C:20]1[CH:21]=[CH:22][C:23]([F:29])=[C:24]([CH:28]=1)[C:25]([NH:36][CH2:35][CH2:34][CH2:33][N:31]([CH3:32])[CH3:30])=[O:26])=[O:11])[C:2]1[CH:7]=[CH:6][CH:5]=[CH:4][CH:3]=1, predict the reactants needed to synthesize it. The reactants are: [CH2:1]([O:8][NH:9][C:10]([C:12]1[CH:17]=[CH:16][CH:15]=[CH:14][C:13]=1[NH:18][CH2:19][C:20]1[CH:21]=[CH:22][C:23]([F:29])=[C:24]([CH:28]=1)[C:25](O)=[O:26])=[O:11])[C:2]1[CH:7]=[CH:6][CH:5]=[CH:4][CH:3]=1.[CH3:30][N:31]([CH2:33][CH2:34][CH2:35][NH2:36])[CH3:32].